This data is from NCI-60 drug combinations with 297,098 pairs across 59 cell lines. The task is: Regression. Given two drug SMILES strings and cell line genomic features, predict the synergy score measuring deviation from expected non-interaction effect. (1) Drug 1: COC1=C2C(=CC3=C1OC=C3)C=CC(=O)O2. Drug 2: CC12CCC3C(C1CCC2OP(=O)(O)O)CCC4=C3C=CC(=C4)OC(=O)N(CCCl)CCCl.[Na+]. Cell line: OVCAR3. Synergy scores: CSS=-38.6, Synergy_ZIP=16.7, Synergy_Bliss=10.8, Synergy_Loewe=-30.3, Synergy_HSA=-26.0. (2) Drug 1: C1CCN(CC1)CCOC2=CC=C(C=C2)C(=O)C3=C(SC4=C3C=CC(=C4)O)C5=CC=C(C=C5)O. Drug 2: CCC1(CC2CC(C3=C(CCN(C2)C1)C4=CC=CC=C4N3)(C5=C(C=C6C(=C5)C78CCN9C7C(C=CC9)(C(C(C8N6C)(C(=O)OC)O)OC(=O)C)CC)OC)C(=O)OC)O.OS(=O)(=O)O. Cell line: UO-31. Synergy scores: CSS=23.6, Synergy_ZIP=-3.64, Synergy_Bliss=5.87, Synergy_Loewe=-1.58, Synergy_HSA=7.11. (3) Drug 1: CC(CN1CC(=O)NC(=O)C1)N2CC(=O)NC(=O)C2. Drug 2: CCC1=C2CN3C(=CC4=C(C3=O)COC(=O)C4(CC)O)C2=NC5=C1C=C(C=C5)O. Cell line: T-47D. Synergy scores: CSS=22.0, Synergy_ZIP=-6.13, Synergy_Bliss=-5.65, Synergy_Loewe=-5.48, Synergy_HSA=-5.03. (4) Drug 1: C1CN(P(=O)(OC1)NCCCl)CCCl. Drug 2: C1C(C(OC1N2C=NC(=NC2=O)N)CO)O. Cell line: SW-620. Synergy scores: CSS=23.3, Synergy_ZIP=-1.74, Synergy_Bliss=0.973, Synergy_Loewe=-24.1, Synergy_HSA=4.55. (5) Drug 1: CCCCCOC(=O)NC1=NC(=O)N(C=C1F)C2C(C(C(O2)C)O)O. Drug 2: CC12CCC3C(C1CCC2O)C(CC4=C3C=CC(=C4)O)CCCCCCCCCS(=O)CCCC(C(F)(F)F)(F)F. Cell line: NCI-H322M. Synergy scores: CSS=-1.94, Synergy_ZIP=2.07, Synergy_Bliss=1.12, Synergy_Loewe=-3.29, Synergy_HSA=-2.64. (6) Drug 1: C1=NC2=C(N1)C(=S)N=C(N2)N. Drug 2: CS(=O)(=O)OCCCCOS(=O)(=O)C. Cell line: NCI-H322M. Synergy scores: CSS=18.1, Synergy_ZIP=-3.69, Synergy_Bliss=-9.61, Synergy_Loewe=-56.4, Synergy_HSA=-13.2.